Dataset: Full USPTO retrosynthesis dataset with 1.9M reactions from patents (1976-2016). Task: Predict the reactants needed to synthesize the given product. (1) Given the product [F:32][C:31]([F:34])([F:33])[C:29]1[CH:28]=[C:5]([CH:4]=[C:3]([C:2]([F:36])([F:1])[F:35])[CH:30]=1)[CH2:6][N:7]1[CH2:14][CH2:13][CH2:12][O:11][C:10]2[N:15]=[C:16]([N:45]3[CH2:46][CH2:47][CH:42]([N:37]4[CH2:41][CH2:40][CH2:39][CH2:38]4)[CH2:43][CH2:44]3)[CH:17]=[C:18]([C:19]3[CH:20]=[CH:21][C:22]([Cl:25])=[CH:23][CH:24]=3)[C:9]=2[C:8]1=[O:27], predict the reactants needed to synthesize it. The reactants are: [F:1][C:2]([F:36])([F:35])[C:3]1[CH:4]=[C:5]([CH:28]=[C:29]([C:31]([F:34])([F:33])[F:32])[CH:30]=1)[CH2:6][N:7]1[CH2:14][CH2:13][CH2:12][O:11][C:10]2[N:15]=[C:16](Cl)[CH:17]=[C:18]([C:19]3[CH:24]=[CH:23][C:22]([Cl:25])=[CH:21][CH:20]=3)[C:9]=2[C:8]1=[O:27].[N:37]1([CH:42]2[CH2:47][CH2:46][NH:45][CH2:44][CH2:43]2)[CH2:41][CH2:40][CH2:39][CH2:38]1. (2) Given the product [CH2:1]([O:3][C:4]([C:6]1[O:7][C:8]2[CH:14]=[C:13]([O:15][C:20]3[CH:19]=[CH:22][CH:28]=[CH:27][CH:26]=3)[CH:12]=[CH:11][C:9]=2[CH:10]=1)=[O:5])[CH3:2], predict the reactants needed to synthesize it. The reactants are: [CH2:1]([O:3][C:4]([C:6]1[O:7][C:8]2[CH:14]=[C:13]([OH:15])[CH:12]=[CH:11][C:9]=2[CH:10]=1)=[O:5])[CH3:2].II.C[C:19]([CH3:22])([O-])[CH3:20].[K+].O.O1C[CH2:28][CH2:27][CH2:26]1. (3) Given the product [Cl:22][C:23]1[C:24](=[O:44])[N:25]2[C:29](=[C:30]([C:41]([NH2:3])=[O:42])[C:31]=1[NH:32][C:33]1[CH:38]=[CH:37][C:36]([I:39])=[CH:35][C:34]=1[F:40])[CH2:28][CH2:27][CH2:26]2, predict the reactants needed to synthesize it. The reactants are: CC[N:3]=C=NCCCN(C)C.C1C=CC2N(O)N=NC=2C=1.[Cl:22][C:23]1[C:24](=[O:44])[N:25]2[C:29](=[C:30]([C:41](O)=[O:42])[C:31]=1[NH:32][C:33]1[CH:38]=[CH:37][C:36]([I:39])=[CH:35][C:34]=1[F:40])[CH2:28][CH2:27][CH2:26]2.[NH4+].[Cl-]. (4) Given the product [CH3:1][C:2]1[C:7]([CH:8]=[O:9])=[CH:6][CH:5]=[C:4]([C:10]2[CH:15]=[CH:14][CH:13]=[C:12]([C:16]([F:18])([F:17])[F:19])[CH:11]=2)[N:3]=1, predict the reactants needed to synthesize it. The reactants are: [CH3:1][C:2]1[C:7]([CH2:8][OH:9])=[CH:6][CH:5]=[C:4]([C:10]2[CH:15]=[CH:14][CH:13]=[C:12]([C:16]([F:19])([F:18])[F:17])[CH:11]=2)[N:3]=1.CC(C1C=CC=C(C(F)(F)F)C=1)=O. (5) The reactants are: [OH-:1].[Na+].[NH2:3]O.C[O:6][C:7]([C:9]1[CH:17]=[C:16]2[C:12]([CH:13]=[CH:14][N:15]2[CH2:18][C:19]2[CH:24]=[CH:23][C:22]([O:25][CH3:26])=[CH:21][CH:20]=2)=[CH:11][CH:10]=1)=O. Given the product [OH:1][NH:3][C:7]([C:9]1[CH:17]=[C:16]2[C:12]([CH:13]=[CH:14][N:15]2[CH2:18][C:19]2[CH:24]=[CH:23][C:22]([O:25][CH3:26])=[CH:21][CH:20]=2)=[CH:11][CH:10]=1)=[O:6], predict the reactants needed to synthesize it.